This data is from Forward reaction prediction with 1.9M reactions from USPTO patents (1976-2016). The task is: Predict the product of the given reaction. (1) Given the reactants CO[CH:3]([N:6]([CH3:8])[CH3:7])OC.[Br:9][C:10]1[S:14][C:13]([S:15]([NH2:18])(=[O:17])=[O:16])=[CH:12][CH:11]=1.[Cl-].[Na+], predict the reaction product. The product is: [CH3:7][N:6]([CH:3]=[N:18][S:15]([C:13]1[S:14][C:10]([Br:9])=[CH:11][CH:12]=1)(=[O:17])=[O:16])[CH3:8]. (2) Given the reactants [Cl:1][C:2]1[CH:3]=[CH:4][C:5]([C:15]([OH:17])=O)=[N:6][C:7]=1[C:8]1[CH:13]=[CH:12][CH:11]=[C:10]([Cl:14])[CH:9]=1.[N:18]1([NH2:24])[CH2:23][CH2:22][CH2:21][CH2:20][CH2:19]1, predict the reaction product. The product is: [N:18]1([NH:24][C:15]([C:5]2[CH:4]=[CH:3][C:2]([Cl:1])=[C:7]([C:8]3[CH:13]=[CH:12][CH:11]=[C:10]([Cl:14])[CH:9]=3)[N:6]=2)=[O:17])[CH2:23][CH2:22][CH2:21][CH2:20][CH2:19]1. (3) Given the reactants [CH3:1][C:2]1[NH:3][C:4]2[C:9]([CH:10]=1)=[CH:8][C:7]([NH:11][C:12]1[CH:17]=[CH:16][N:15]=[C:14]3[CH:18]=[C:19]([C:21]4[CH:28]=[CH:27][C:24]([CH:25]=O)=[CH:23][CH:22]=4)[S:20][C:13]=13)=[CH:6][CH:5]=2.[NH:29]1[CH2:34][CH2:33][O:32][CH2:31][CH2:30]1, predict the reaction product. The product is: [CH3:1][C:2]1[NH:3][C:4]2[C:9]([CH:10]=1)=[CH:8][C:7]([NH:11][C:12]1[CH:17]=[CH:16][N:15]=[C:14]3[CH:18]=[C:19]([C:21]4[CH:28]=[CH:27][C:24]([CH2:25][N:29]5[CH2:34][CH2:33][O:32][CH2:31][CH2:30]5)=[CH:23][CH:22]=4)[S:20][C:13]=13)=[CH:6][CH:5]=2. (4) Given the reactants [Br:1][C:2]1[CH:3]=[C:4]2[C:8](=[C:9]([C:11]([O:13][CH3:14])=[O:12])[CH:10]=1)[NH:7][CH:6]=[C:5]2[CH:15]1[CH2:21][CH2:20][CH2:19][S:18][CH2:17][CH2:16]1.N1C2C(=CC=CC=2)C=C1.[CH3:31][C:32]([O:35][C:36](O[C:36]([O:35][C:32]([CH3:34])([CH3:33])[CH3:31])=[O:37])=[O:37])([CH3:34])[CH3:33], predict the reaction product. The product is: [Br:1][C:2]1[CH:3]=[C:4]2[C:8](=[C:9]([C:11]([O:13][CH3:14])=[O:12])[CH:10]=1)[N:7]([C:36]([O:35][C:32]([CH3:34])([CH3:33])[CH3:31])=[O:37])[CH:6]=[C:5]2[CH:15]1[CH2:21][CH2:20][CH2:19][S:18][CH2:17][CH2:16]1. (5) The product is: [Br:1][C:8]1[N:9]=[CH:10][C:5]([N:4]([CH3:17])[CH3:3])=[N:6][C:7]=1[C:11]1[CH:16]=[CH:15][N:14]=[CH:13][CH:12]=1. Given the reactants [Br:1]Br.[CH3:3][N:4]([CH3:17])[C:5]1[CH:10]=[N:9][CH:8]=[C:7]([C:11]2[CH:16]=[CH:15][N:14]=[CH:13][CH:12]=2)[N:6]=1.S(=O)(=O)(O)[O-].[Na+], predict the reaction product. (6) Given the reactants [C:1]1([NH:7][C:8]([C:10]2[C:18]3[C:17]4[CH:19]=[C:20]([N+:23]([O-])=O)[CH:21]=[CH:22][C:16]=4[O:15][C:14]=3[C:13]([O:26][CH3:27])=[CH:12][CH:11]=2)=[O:9])[CH:6]=[CH:5][CH:4]=[CH:3][CH:2]=1.O.NN, predict the reaction product. The product is: [C:1]1([NH:7][C:8]([C:10]2[C:18]3[C:17]4[CH:19]=[C:20]([NH2:23])[CH:21]=[CH:22][C:16]=4[O:15][C:14]=3[C:13]([O:26][CH3:27])=[CH:12][CH:11]=2)=[O:9])[CH:6]=[CH:5][CH:4]=[CH:3][CH:2]=1. (7) Given the reactants [NH2:1][C:2]1[CH:3]=[CH:4][CH:5]=[C:6]2[C:11]=1[N:10]=[CH:9][CH:8]=[CH:7]2.C(=O)([O-])[O-].[K+].[K+].Br[CH2:19][C:20]1[CH:29]=[CH:28][C:23]([C:24]([O:26][CH3:27])=[O:25])=[CH:22][CH:21]=1, predict the reaction product. The product is: [N:10]1[C:11]2[C:6](=[CH:5][CH:4]=[CH:3][C:2]=2[NH:1][CH2:19][C:20]2[CH:29]=[CH:28][C:23]([C:24]([O:26][CH3:27])=[O:25])=[CH:22][CH:21]=2)[CH:7]=[CH:8][CH:9]=1. (8) Given the reactants [C:1]1([CH:11]([O:15]C(=O)C)[C:12](=[O:14])[CH3:13])[C:10]2[C:5](=[CH:6][CH:7]=[CH:8][CH:9]=2)[CH:4]=[CH:3][CH:2]=1.[CH3:19][CH:20]([O:33]C(=O)C)[C:21]([C:23]1[C:32]2[C:27](=[CH:28][CH:29]=[CH:30][CH:31]=2)[CH:26]=[CH:25][CH:24]=1)=[O:22].Cl, predict the reaction product. The product is: [OH:15][CH:11]([C:1]1[C:10]2[C:5](=[CH:6][CH:7]=[CH:8][CH:9]=2)[CH:4]=[CH:3][CH:2]=1)[C:12](=[O:14])[CH3:13].[OH:33][CH:20]([CH3:19])[C:21]([C:23]1[C:32]2[C:27](=[CH:28][CH:29]=[CH:30][CH:31]=2)[CH:26]=[CH:25][CH:24]=1)=[O:22]. (9) Given the reactants [NH2:1][C:2]1[N:3]=[CH:4][C:5]([C:18]2[CH:48]=[CH:47][C:21]([CH2:22][N:23]([CH2:45][CH3:46])[CH:24]3[CH2:29][CH2:28][N:27](C(OC(C)(C)C)=O)[C@@H:26]([C:37]([O:39][CH:40]4[CH2:44][CH2:43][CH2:42][CH2:41]4)=[O:38])[CH2:25]3)=[CH:20][CH:19]=2)=[N:6][C:7]=1[NH:8][CH2:9][C:10]1[C:15]([Cl:16])=[CH:14][CH:13]=[CH:12][C:11]=1[Cl:17], predict the reaction product. The product is: [NH2:1][C:2]1[N:3]=[CH:4][C:5]([C:18]2[CH:19]=[CH:20][C:21]([CH2:22][N:23]([CH2:45][CH3:46])[CH:24]3[CH2:29][CH2:28][NH:27][C@@H:26]([C:37]([O:39][CH:40]4[CH2:41][CH2:42][CH2:43][CH2:44]4)=[O:38])[CH2:25]3)=[CH:47][CH:48]=2)=[N:6][C:7]=1[NH:8][CH2:9][C:10]1[C:15]([Cl:16])=[CH:14][CH:13]=[CH:12][C:11]=1[Cl:17].